This data is from Full USPTO retrosynthesis dataset with 1.9M reactions from patents (1976-2016). The task is: Predict the reactants needed to synthesize the given product. (1) Given the product [NH2:1][C:2]1[N:6]([C:7]2[CH:12]=[CH:11][CH:10]=[CH:9][CH:8]=2)[N:5]=[C:4]([C:13]([CH3:17])([CH3:16])[C:14]([OH:22])=[O:18])[CH:3]=1, predict the reactants needed to synthesize it. The reactants are: [NH2:1][C:2]1[N:6]([C:7]2[CH:12]=[CH:11][CH:10]=[CH:9][CH:8]=2)[N:5]=[C:4]([C:13]([CH3:17])([CH3:16])[C:14]#N)[CH:3]=1.[OH-:18].[Na+].CC[OH:22]. (2) Given the product [Cl:1][C:2]1[N:3]=[C:4]([CH3:12])[C:5]2[CH:10]([CH3:11])[CH2:9][N:8]([C:31]3[CH:32]=[CH:33][C:28]([CH2:27][C:26]([O:25][C:21]([CH3:24])([CH3:23])[CH3:22])=[O:35])=[CH:29][CH:30]=3)[C:6]=2[N:7]=1, predict the reactants needed to synthesize it. The reactants are: [Cl:1][C:2]1[N:3]=[C:4]([CH3:12])[C:5]2[CH:10]([CH3:11])[CH2:9][NH:8][C:6]=2[N:7]=1.[O-]P([O-])([O-])=O.[K+].[K+].[K+].[C:21]([O:25][C:26](=[O:35])[CH2:27][C:28]1[CH:33]=[CH:32][C:31](I)=[CH:30][CH:29]=1)([CH3:24])([CH3:23])[CH3:22]. (3) The reactants are: Br[CH2:2][C:3]1[CH:4]=[CH:5][C:6]2[O:10][C:9]([CH3:11])=[N:8][C:7]=2[CH:12]=1.[K].[C:14]1(=[O:24])[NH:18][C:17](=[O:19])[C:16]2=[CH:20][CH:21]=[CH:22][CH:23]=[C:15]12.O. Given the product [CH3:11][C:9]1[O:10][C:6]2[CH:5]=[CH:4][C:3]([CH2:2][N:18]3[C:14](=[O:24])[C:15]4[C:16](=[CH:20][CH:21]=[CH:22][CH:23]=4)[C:17]3=[O:19])=[CH:12][C:7]=2[N:8]=1, predict the reactants needed to synthesize it. (4) Given the product [OH:19][CH2:20][CH2:21][CH2:22][NH:23][C:24]([C:26]1[C:34]2[C:29](=[CH:30][C:31]([O:35][C:2]3[CH:7]=[CH:6][N:5]=[C:4]4[CH:8]=[C:9]([C:11]([N:13]5[CH2:17][CH2:16][C@@H:15]([OH:18])[CH2:14]5)=[O:12])[S:10][C:3]=34)=[CH:32][CH:33]=2)[N:28]([CH3:36])[C:27]=1[CH3:37])=[O:25], predict the reactants needed to synthesize it. The reactants are: Cl[C:2]1[CH:7]=[CH:6][N:5]=[C:4]2[CH:8]=[C:9]([C:11]([N:13]3[CH2:17][CH2:16][C@@H:15]([OH:18])[CH2:14]3)=[O:12])[S:10][C:3]=12.[OH:19][CH2:20][CH2:21][CH2:22][NH:23][C:24]([C:26]1[C:34]2[C:29](=[CH:30][C:31]([OH:35])=[CH:32][CH:33]=2)[N:28]([CH3:36])[C:27]=1[CH3:37])=[O:25].C([O-])([O-])=O.[Cs+].[Cs+]. (5) Given the product [F:10][C:11]1[CH:20]=[CH:19][CH:18]=[C:17]2[C:12]=1[C:13]([NH:21][C:22]1[CH:23]=[C:24]3[C:28](=[CH:29][CH:30]=1)[N:27]([CH2:5][C:4]1[CH:7]=[CH:8][CH:9]=[C:2]([F:1])[CH:3]=1)[N:26]=[CH:25]3)=[N:14][CH:15]=[N:16]2, predict the reactants needed to synthesize it. The reactants are: [F:1][C:2]1[CH:3]=[C:4]([CH:7]=[CH:8][CH:9]=1)[CH2:5]Cl.[F:10][C:11]1[CH:20]=[CH:19][CH:18]=[C:17]2[C:12]=1[C:13]([NH:21][C:22]1[CH:23]=[C:24]3[C:28](=[CH:29][CH:30]=1)[NH:27][N:26]=[CH:25]3)=[N:14][CH:15]=[N:16]2. (6) The reactants are: [CH:1]12[O:8][CH:5]([CH2:6][CH2:7]1)[CH2:4][N:3]([C:9]1[C:10]3[CH2:18][O:17][C:16]4([CH2:20][CH2:19]4)[C:11]=3[N:12]=[C:13](Cl)[N:14]=1)[CH2:2]2.[CH3:21][NH:22][C:23]([NH:25][C:26]1[CH:31]=[CH:30][C:29](B2OC(C)(C)C(C)(C)O2)=[CH:28][CH:27]=1)=[O:24].C([O-])(O)=O.[Na+]. Given the product [CH:1]12[O:8][CH:5]([CH2:6][CH2:7]1)[CH2:4][N:3]([C:9]1[C:10]3[CH2:18][O:17][C:16]4([CH2:20][CH2:19]4)[C:11]=3[N:12]=[C:13]([C:29]3[CH:28]=[CH:27][C:26]([NH:25][C:23]([NH:22][CH3:21])=[O:24])=[CH:31][CH:30]=3)[N:14]=1)[CH2:2]2, predict the reactants needed to synthesize it. (7) Given the product [Cl:31][C:28]1[CH:29]=[CH:30][C:25]([CH2:24][S:23][C:12]2[C:11]([C:9]([NH2:6])=[O:8])=[C:15]([NH:16][C:17]3[N:22]=[CH:21][CH:20]=[CH:19][N:18]=3)[S:14][N:13]=2)=[CH:26][CH:27]=1, predict the reactants needed to synthesize it. The reactants are: C[Al](C)C.[Cl-].[NH4+:6].C[O:8][C:9]([C:11]1[C:12]([S:23][CH2:24][C:25]2[CH:30]=[CH:29][C:28]([Cl:31])=[CH:27][CH:26]=2)=[N:13][S:14][C:15]=1[NH:16][C:17]1[N:22]=[CH:21][CH:20]=[CH:19][N:18]=1)=O.